From a dataset of NCI-60 drug combinations with 297,098 pairs across 59 cell lines. Regression. Given two drug SMILES strings and cell line genomic features, predict the synergy score measuring deviation from expected non-interaction effect. (1) Drug 1: CN1C(=O)N2C=NC(=C2N=N1)C(=O)N. Drug 2: C1=CC=C(C=C1)NC(=O)CCCCCCC(=O)NO. Cell line: SK-OV-3. Synergy scores: CSS=12.3, Synergy_ZIP=-2.41, Synergy_Bliss=1.53, Synergy_Loewe=-33.0, Synergy_HSA=-0.741. (2) Drug 1: C1CC(=O)NC(=O)C1N2C(=O)C3=CC=CC=C3C2=O. Drug 2: C1C(C(OC1N2C=NC(=NC2=O)N)CO)O. Cell line: U251. Synergy scores: CSS=-11.6, Synergy_ZIP=6.65, Synergy_Bliss=-3.76, Synergy_Loewe=-28.0, Synergy_HSA=-19.3. (3) Drug 1: C1CCC(CC1)NC(=O)N(CCCl)N=O. Drug 2: C1=NC2=C(N1)C(=S)N=C(N2)N. Cell line: 786-0. Synergy scores: CSS=65.9, Synergy_ZIP=-9.41, Synergy_Bliss=-6.84, Synergy_Loewe=-6.66, Synergy_HSA=-2.01. (4) Drug 1: C1CC(=O)NC(=O)C1N2CC3=C(C2=O)C=CC=C3N. Drug 2: CCCS(=O)(=O)NC1=C(C(=C(C=C1)F)C(=O)C2=CNC3=C2C=C(C=N3)C4=CC=C(C=C4)Cl)F. Cell line: NCI-H322M. Synergy scores: CSS=-1.64, Synergy_ZIP=2.00, Synergy_Bliss=0.291, Synergy_Loewe=-4.88, Synergy_HSA=-5.61. (5) Drug 1: CC1=C(C=C(C=C1)NC2=NC=CC(=N2)N(C)C3=CC4=NN(C(=C4C=C3)C)C)S(=O)(=O)N.Cl. Drug 2: CC1=CC=C(C=C1)C2=CC(=NN2C3=CC=C(C=C3)S(=O)(=O)N)C(F)(F)F. Cell line: HCT-15. Synergy scores: CSS=9.88, Synergy_ZIP=6.09, Synergy_Bliss=7.81, Synergy_Loewe=4.21, Synergy_HSA=5.91. (6) Drug 1: CC1=C(C(=O)C2=C(C1=O)N3CC4C(C3(C2COC(=O)N)OC)N4)N. Drug 2: CC1CCCC2(C(O2)CC(NC(=O)CC(C(C(=O)C(C1O)C)(C)C)O)C(=CC3=CSC(=N3)C)C)C. Cell line: NCIH23. Synergy scores: CSS=60.0, Synergy_ZIP=-1.23, Synergy_Bliss=-2.40, Synergy_Loewe=-2.85, Synergy_HSA=2.08. (7) Drug 1: CC1=C(C=C(C=C1)NC2=NC=CC(=N2)N(C)C3=CC4=NN(C(=C4C=C3)C)C)S(=O)(=O)N.Cl. Drug 2: C1=NC2=C(N=C(N=C2N1C3C(C(C(O3)CO)O)F)Cl)N. Cell line: HT29. Synergy scores: CSS=18.9, Synergy_ZIP=-1.34, Synergy_Bliss=-1.53, Synergy_Loewe=-31.8, Synergy_HSA=-4.04. (8) Cell line: SF-268. Synergy scores: CSS=39.8, Synergy_ZIP=5.52, Synergy_Bliss=10.9, Synergy_Loewe=-7.92, Synergy_HSA=8.05. Drug 2: CN(CC1=CN=C2C(=N1)C(=NC(=N2)N)N)C3=CC=C(C=C3)C(=O)NC(CCC(=O)O)C(=O)O. Drug 1: CC1=C(C=C(C=C1)NC2=NC=CC(=N2)N(C)C3=CC4=NN(C(=C4C=C3)C)C)S(=O)(=O)N.Cl. (9) Drug 1: C1CCN(CC1)CCOC2=CC=C(C=C2)C(=O)C3=C(SC4=C3C=CC(=C4)O)C5=CC=C(C=C5)O. Drug 2: CC=C1C(=O)NC(C(=O)OC2CC(=O)NC(C(=O)NC(CSSCCC=C2)C(=O)N1)C(C)C)C(C)C. Cell line: NCI-H460. Synergy scores: CSS=8.75, Synergy_ZIP=5.12, Synergy_Bliss=6.95, Synergy_Loewe=-38.4, Synergy_HSA=1.53.